From a dataset of Full USPTO retrosynthesis dataset with 1.9M reactions from patents (1976-2016). Predict the reactants needed to synthesize the given product. Given the product [N+:6]([CH:17]1[N:16]([C:13]2[CH:12]=[CH:11][N:10]=[CH:15][CH:14]=2)[CH:20]=[CH:19][NH:18]1)([O-:9])=[O:7], predict the reactants needed to synthesize it. The reactants are: S(=O)(=O)(O)O.[N+:6]([O-:9])(O)=[O:7].[N:10]1[CH:15]=[CH:14][C:13]([N:16]2[CH:20]=[CH:19][NH:18][CH2:17]2)=[CH:12][CH:11]=1.[OH-].[Na+].